From a dataset of Catalyst prediction with 721,799 reactions and 888 catalyst types from USPTO. Predict which catalyst facilitates the given reaction. (1) Reactant: [CH:1]([OH:3])=O.C(OC(=O)C)(=O)C.[CH3:11][N:12]([C:20]1[C:29]2[C:24](=[CH:25][CH:26]=[CH:27][CH:28]=2)[N:23]=[C:22]([CH3:30])[N:21]=1)[C:13]1[CH:18]=[CH:17][C:16]([NH2:19])=[CH:15][CH:14]=1. Product: [CH3:11][N:12]([C:20]1[C:29]2[C:24](=[CH:25][CH:26]=[CH:27][CH:28]=2)[N:23]=[C:22]([CH3:30])[N:21]=1)[C:13]1[CH:14]=[CH:15][C:16]([NH:19][CH:1]=[O:3])=[CH:17][CH:18]=1. The catalyst class is: 2. (2) Reactant: [OH-].[Li+].[Br:3][C:4]1[CH:5]=[C:6]([C:10]([NH:12][CH:13]2[CH2:18][CH2:17][N:16]([C:19]3[N:24]=[C:23]([Cl:25])[N:22]=[C:21]([C:26]([O:28]C)=[O:27])[CH:20]=3)[CH2:15][CH2:14]2)=[O:11])[NH:7][C:8]=1[CH3:9]. The catalyst class is: 5. Product: [Br:3][C:4]1[CH:5]=[C:6]([C:10]([NH:12][CH:13]2[CH2:18][CH2:17][N:16]([C:19]3[N:24]=[C:23]([Cl:25])[N:22]=[C:21]([C:26]([OH:28])=[O:27])[CH:20]=3)[CH2:15][CH2:14]2)=[O:11])[NH:7][C:8]=1[CH3:9]. (3) The catalyst class is: 712. Product: [CH3:20][C:14]1([CH3:21])[CH2:13][C:12]2[CH:11]=[C:10]3[N:17]([CH2:18][CH2:19][N:8]([C:4]4[C:3]([CH:23]=[O:24])=[C:2]([C:30]5[CH:29]=[C:28]([NH:41][C:42]6[CH:47]=[CH:46][C:45]([C:48]([N:50]7[CH2:55][CH2:54][O:53][CH2:52][CH2:51]7)=[O:49])=[CH:44][N:43]=6)[C:27](=[O:56])[N:26]([CH3:25])[CH:31]=5)[CH:7]=[CH:6][N:5]=4)[C:9]3=[O:22])[C:16]=2[CH2:15]1. Reactant: Cl[C:2]1[CH:7]=[CH:6][N:5]=[C:4]([N:8]2[CH2:19][CH2:18][N:17]3[C:10](=[CH:11][C:12]4[CH2:13][C:14]([CH3:21])([CH3:20])[CH2:15][C:16]=43)[C:9]2=[O:22])[C:3]=1[CH:23]=[O:24].[CH3:25][N:26]1[CH:31]=[C:30](B2OC(C)(C)C(C)(C)O2)[CH:29]=[C:28]([NH:41][C:42]2[CH:47]=[CH:46][C:45]([C:48]([N:50]3[CH2:55][CH2:54][O:53][CH2:52][CH2:51]3)=[O:49])=[CH:44][N:43]=2)[C:27]1=[O:56].[O-]P([O-])([O-])=O.[K+].[K+].[K+].C([O-])(=O)C.[Na+]. (4) Reactant: [Cl:1][C:2]1[CH:8]=[CH:7][C:5]([NH2:6])=[CH:4][C:3]=1[O:9][CH:10]([CH3:12])[CH3:11].CCN(C(C)C)C(C)C.[C:22](OC(=O)C)(=[O:24])[CH3:23].O. Product: [Cl:1][C:2]1[CH:8]=[CH:7][C:5]([NH:6][C:22](=[O:24])[CH3:23])=[CH:4][C:3]=1[O:9][CH:10]([CH3:12])[CH3:11]. The catalyst class is: 2. (5) Reactant: [C:1]([O:5][C:6](=[O:20])[CH2:7][N:8]([CH2:12][C:13]([O:15][C:16]([CH3:19])([CH3:18])[CH3:17])=[O:14])[CH2:9][CH2:10]O)([CH3:4])([CH3:3])[CH3:2].C(N(CC)CC)C.[CH3:28][S:29](Cl)(=[O:31])=[O:30]. Product: [C:1]([O:5][C:6](=[O:20])[CH2:7][N:8]([CH2:12][C:13]([O:15][C:16]([CH3:19])([CH3:18])[CH3:17])=[O:14])[CH2:9][CH2:10][S:29]([CH3:28])(=[O:31])=[O:30])([CH3:4])([CH3:3])[CH3:2]. The catalyst class is: 2. (6) Reactant: Cl[C:2]([O:4][CH3:5])=[O:3].[NH2:6][C:7]1[CH:15]=[CH:14][C:13](I)=[CH:12][C:8]=1[C:9]([OH:11])=[O:10].C(N(C(C)C)CC)(C)C.C(=O)([O-])[O-].[K+].[K+].[CH3:32][O:33][C:34]1[CH:39]=[CH:38][CH:37]=[CH:36][C:35]=1[C:40]1[C:48]2[C:43](=[N:44][CH:45]=[C:46](B3OC(C)(C)C(C)(C)O3)[CH:47]=2)[N:42]([S:58]([C:61]2[CH:66]=[CH:65][C:64]([CH3:67])=[CH:63][CH:62]=2)(=[O:60])=[O:59])[CH:41]=1. Product: [CH3:5][O:4][C:2]([NH:6][C:7]1[CH:15]=[CH:14][C:13]([C:46]2[CH:47]=[C:48]3[C:40]([C:35]4[CH:36]=[CH:37][CH:38]=[CH:39][C:34]=4[O:33][CH3:32])=[CH:41][N:42]([S:58]([C:61]4[CH:62]=[CH:63][C:64]([CH3:67])=[CH:65][CH:66]=4)(=[O:60])=[O:59])[C:43]3=[N:44][CH:45]=2)=[CH:12][C:8]=1[C:9]([OH:11])=[O:10])=[O:3]. The catalyst class is: 4.